From a dataset of Peptide-MHC class I binding affinity with 185,985 pairs from IEDB/IMGT. Regression. Given a peptide amino acid sequence and an MHC pseudo amino acid sequence, predict their binding affinity value. This is MHC class I binding data. (1) The peptide sequence is TRREVHIYY. The MHC is HLA-B35:01 with pseudo-sequence HLA-B35:01. The binding affinity (normalized) is 0.0847. (2) The peptide sequence is TLAQSLIDV. The MHC is HLA-A02:19 with pseudo-sequence HLA-A02:19. The binding affinity (normalized) is 0.834. (3) The peptide sequence is MSHVKSVTK. The MHC is HLA-A68:01 with pseudo-sequence HLA-A68:01. The binding affinity (normalized) is 0.797. (4) The binding affinity (normalized) is 0.838. The peptide sequence is LLENDMKFTV. The MHC is HLA-A02:01 with pseudo-sequence HLA-A02:01.